From a dataset of NCI-60 drug combinations with 297,098 pairs across 59 cell lines. Regression. Given two drug SMILES strings and cell line genomic features, predict the synergy score measuring deviation from expected non-interaction effect. (1) Drug 1: C1CCC(CC1)NC(=O)N(CCCl)N=O. Drug 2: C1=CC(=CC=C1CCCC(=O)O)N(CCCl)CCCl. Cell line: LOX IMVI. Synergy scores: CSS=59.2, Synergy_ZIP=2.33, Synergy_Bliss=3.57, Synergy_Loewe=2.56, Synergy_HSA=9.15. (2) Drug 1: CC1=C(C(CCC1)(C)C)C=CC(=CC=CC(=CC(=O)O)C)C. Drug 2: CC1=C(C=C(C=C1)C(=O)NC2=CC(=CC(=C2)C(F)(F)F)N3C=C(N=C3)C)NC4=NC=CC(=N4)C5=CN=CC=C5. Cell line: UACC62. Synergy scores: CSS=3.28, Synergy_ZIP=-0.423, Synergy_Bliss=2.27, Synergy_Loewe=0.0785, Synergy_HSA=1.09.